Predict the reactants needed to synthesize the given product. From a dataset of Full USPTO retrosynthesis dataset with 1.9M reactions from patents (1976-2016). Given the product [CH3:52][C:41]1[CH:42]=[CH:43][C:44]([S:47]([O-:50])(=[O:49])=[O:48])=[CH:45][CH:46]=1.[Cl:1][C:2]1[CH:7]=[CH:6][C:5]([C:8]([C:11]2[N:15]([C:16]3[CH:21]=[CH:20][C:19]([F:22])=[CH:18][CH:17]=3)[C:14]([S:23][CH2:24][C:25]3[C:26]([F:38])=[CH:27][C:28]([C:32]#[C:33][CH2:34][N+:35]([CH3:41])([CH3:36])[CH3:37])=[CH:29][C:30]=3[F:31])=[N:13][CH:12]=2)([CH3:9])[CH3:10])=[CH:4][C:3]=1[O:39][CH3:40], predict the reactants needed to synthesize it. The reactants are: [Cl:1][C:2]1[CH:7]=[CH:6][C:5]([C:8]([C:11]2[N:15]([C:16]3[CH:21]=[CH:20][C:19]([F:22])=[CH:18][CH:17]=3)[C:14]([S:23][CH2:24][C:25]3[C:30]([F:31])=[CH:29][C:28]([C:32]#[C:33][CH2:34][N:35]([CH3:37])[CH3:36])=[CH:27][C:26]=3[F:38])=[N:13][CH:12]=2)([CH3:10])[CH3:9])=[CH:4][C:3]=1[O:39][CH3:40].[C:41]1([CH3:52])[CH:46]=[CH:45][C:44]([S:47]([O:50]C)(=[O:49])=[O:48])=[CH:43][CH:42]=1.